Dataset: Catalyst prediction with 721,799 reactions and 888 catalyst types from USPTO. Task: Predict which catalyst facilitates the given reaction. (1) Reactant: [Cl:1][C:2]1[CH:12]=[C:11]([Cl:13])[CH:10]=[CH:9][C:3]=1[O:4][CH:5]1[CH2:8][NH:7][CH2:6]1.C(N(CC)C(C)C)(C)C.[Cl:23][C:24]1[N:29]=[C:28](Cl)[CH:27]=[CH:26][N:25]=1. Product: [Cl:23][C:24]1[N:29]=[C:28]([N:7]2[CH2:8][CH:5]([O:4][C:3]3[CH:9]=[CH:10][C:11]([Cl:13])=[CH:12][C:2]=3[Cl:1])[CH2:6]2)[CH:27]=[CH:26][N:25]=1. The catalyst class is: 32. (2) Reactant: [NH2:1][C:2]1[CH:3]=[C:4]([C:16](=[O:18])[CH3:17])[CH:5]=[CH:6][C:7]=1[C:8]1[CH2:13][CH2:12][C:11]([CH3:15])([CH3:14])[CH2:10][CH:9]=1.[K+].[C:20]([C:22]1[N:23]=[C:24]([C:35]([O-])=[O:36])[N:25]([CH2:27][O:28][CH2:29][CH2:30][Si:31]([CH3:34])([CH3:33])[CH3:32])[CH:26]=1)#[N:21]. Product: [C:16]([C:4]1[CH:5]=[CH:6][C:7]([C:8]2[CH2:13][CH2:12][C:11]([CH3:14])([CH3:15])[CH2:10][CH:9]=2)=[C:2]([NH:1][C:35]([C:24]2[N:25]([CH2:27][O:28][CH2:29][CH2:30][Si:31]([CH3:34])([CH3:33])[CH3:32])[CH:26]=[C:22]([C:20]#[N:21])[N:23]=2)=[O:36])[CH:3]=1)(=[O:18])[CH3:17]. The catalyst class is: 521.